Dataset: Forward reaction prediction with 1.9M reactions from USPTO patents (1976-2016). Task: Predict the product of the given reaction. (1) Given the reactants O1CCCC1.CC(C)([O-])C.[K+].[CH2:12]([C:14]1[CH:19]=[C:18]([CH3:20])[CH:17]=[C:16]([CH2:21][CH3:22])[C:15]=1[CH2:23][C:24]([N:26]([CH3:35])[N:27]=[C:28]([CH3:34])[C:29]([O:31]CC)=O)=[O:25])[CH3:13].C(OCC)(=O)C, predict the reaction product. The product is: [CH2:21]([C:16]1[CH:17]=[C:18]([CH3:20])[CH:19]=[C:14]([CH2:12][CH3:13])[C:15]=1[C:23]1[C:24](=[O:25])[N:26]([CH3:35])[N:27]=[C:28]([CH3:34])[C:29]=1[OH:31])[CH3:22]. (2) Given the reactants Cl[C:2]1[N:11]=[C:10]([C:12]2[CH:17]=[CH:16][CH:15]=[C:14]([CH:18]=[O:19])[CH:13]=2)[C:9]2[C:4](=[CH:5][C:6]([O:22][CH3:23])=[C:7]([O:20][CH3:21])[CH:8]=2)[N:3]=1.[CH3:24][NH2:25], predict the reaction product. The product is: [CH3:21][O:20][C:7]1[CH:8]=[C:9]2[C:4](=[CH:5][C:6]=1[O:22][CH3:23])[N:3]=[C:2]([NH:25][CH3:24])[N:11]=[C:10]2[C:12]1[CH:17]=[CH:16][CH:15]=[C:14]([CH:18]=[O:19])[CH:13]=1. (3) Given the reactants [Cl:1][C:2]1[CH:7]=[CH:6][C:5]([C:8]2[CH:13]=[CH:12][CH:11]=[CH:10][C:9]=2[C:14](=O)[CH3:15])=[CH:4][CH:3]=1.[N:17]1([C:23]([O:25][C:26]([CH3:29])([CH3:28])[CH3:27])=[O:24])[CH2:22][CH2:21][NH:20][CH2:19][CH2:18]1.[BH3-]C#N.[Na+].[OH-].[Na+], predict the reaction product. The product is: [Cl:1][C:2]1[CH:7]=[CH:6][C:5]([C:8]2[CH:13]=[CH:12][CH:11]=[CH:10][C:9]=2[CH:14]([N:20]2[CH2:19][CH2:18][N:17]([C:23]([O:25][C:26]([CH3:29])([CH3:28])[CH3:27])=[O:24])[CH2:22][CH2:21]2)[CH3:15])=[CH:4][CH:3]=1. (4) Given the reactants C(=O)([O-])[O-].[Cs+].[Cs+].[I-].[K+].[CH2:9]([O:11][C:12](=[O:26])[CH:13]([O:23][CH2:24][CH3:25])[CH2:14][C:15]1[CH:20]=[CH:19][C:18]([OH:21])=[CH:17][C:16]=1[CH3:22])[CH3:10].Cl[CH2:28][C:29]1[N:30]=[C:31]([C:35]2[CH:40]=[CH:39][CH:38]=[CH:37][C:36]=2[Cl:41])[O:32][C:33]=1[CH3:34].ClC1C=CC=CC=1C=O.O=P(Cl)(Cl)Cl, predict the reaction product. The product is: [CH2:9]([O:11][C:12](=[O:26])[CH:13]([O:23][CH2:24][CH3:25])[CH2:14][C:15]1[CH:20]=[CH:19][C:18]([O:21][CH2:28][C:29]2[N:30]=[C:31]([C:35]3[CH:40]=[CH:39][CH:38]=[CH:37][C:36]=3[Cl:41])[O:32][C:33]=2[CH3:34])=[CH:17][C:16]=1[CH3:22])[CH3:10]. (5) The product is: [CH3:10][C:9]1[CH:8]=[C:5]([CH:4]=[C:3]([CH3:11])[C:2]=1[O:1][CH2:19][CH2:20][NH:21][C:22]1[CH:26]=[C:25]([CH3:27])[O:24][N:23]=1)[CH:6]=[O:7]. Given the reactants [OH:1][C:2]1[C:9]([CH3:10])=[CH:8][C:5]([CH:6]=[O:7])=[CH:4][C:3]=1[CH3:11].C([O-])([O-])=O.[K+].[K+].Br[CH2:19][CH2:20][NH:21][C:22]1[CH:26]=[C:25]([CH3:27])[O:24][N:23]=1, predict the reaction product. (6) The product is: [CH3:1][O:2][NH:3][C:4]([C:6]1[C:7](=[O:29])[C:8]2[CH:13]=[N:12][C:11]([NH:43][C:39]3[CH:40]=[CH:41][CH:42]=[C:37]([CH2:36][CH2:35][N:30]4[CH2:31][CH2:32][CH2:33][CH2:34]4)[CH:38]=3)=[N:10][C:9]=2[N:18]([C:20]2[CH:21]=[C:22]3[C:26](=[CH:27][CH:28]=2)[CH2:25][CH2:24][CH2:23]3)[CH:19]=1)=[O:5]. Given the reactants [CH3:1][O:2][NH:3][C:4]([C:6]1[C:7](=[O:29])[C:8]2[CH:13]=[N:12][C:11](S(C)(=O)=O)=[N:10][C:9]=2[N:18]([C:20]2[CH:21]=[C:22]3[C:26](=[CH:27][CH:28]=2)[CH2:25][CH2:24][CH2:23]3)[CH:19]=1)=[O:5].[N:30]1([CH2:35][CH2:36][C:37]2[CH:38]=[C:39]([NH2:43])[CH:40]=[CH:41][CH:42]=2)[CH2:34][CH2:33][CH2:32][CH2:31]1, predict the reaction product.